The task is: Predict the reactants needed to synthesize the given product.. This data is from Full USPTO retrosynthesis dataset with 1.9M reactions from patents (1976-2016). (1) Given the product [NH2:11][C@@H:12]([CH2:22][CH:23]([CH3:25])[CH3:24])[CH2:13][NH:14][C:15](=[O:21])[O:16][C:17]([CH3:18])([CH3:19])[CH3:20], predict the reactants needed to synthesize it. The reactants are: C(OC([NH:11][C@@H:12]([CH2:22][CH:23]([CH3:25])[CH3:24])[CH2:13][NH:14][C:15](=[O:21])[O:16][C:17]([CH3:20])([CH3:19])[CH3:18])=O)C1C=CC=CC=1.[H][H]. (2) Given the product [N:23]([CH2:20][CH2:19][O:18][C:13]1[CH:14]=[C:15]([F:17])[CH:16]=[C:11]([CH2:10][S:7]([C:1]2[CH:6]=[CH:5][CH:4]=[CH:3][CH:2]=2)(=[O:9])=[O:8])[C:12]=1[NH2:22])=[N+:24]=[N-:25], predict the reactants needed to synthesize it. The reactants are: [C:1]1([S:7]([CH2:10][C:11]2[CH:16]=[C:15]([F:17])[CH:14]=[C:13]([O:18][CH2:19][CH2:20]Cl)[C:12]=2[NH2:22])(=[O:9])=[O:8])[CH:6]=[CH:5][CH:4]=[CH:3][CH:2]=1.[N-:23]=[N+:24]=[N-:25].[Na+]. (3) Given the product [CH2:32]([NH:39][CH2:3][C@@:2]([CH3:31])([OH:1])[CH2:15][O:16][C:17]1[CH:22]=[CH:21][CH:20]=[C:19]([C:23]2[C:27]3[S:28][CH:29]=[CH:30][C:26]=3[O:25][N:24]=2)[CH:18]=1)[C:33]1[CH:38]=[CH:37][CH:36]=[CH:35][CH:34]=1, predict the reactants needed to synthesize it. The reactants are: [OH:1][C@@:2]([CH3:31])([CH2:15][O:16][C:17]1[CH:22]=[CH:21][CH:20]=[C:19]([C:23]2[C:27]3[S:28][CH:29]=[CH:30][C:26]=3[O:25][N:24]=2)[CH:18]=1)[CH2:3]OS(C1C=CC(C)=CC=1)(=O)=O.[CH2:32]([NH2:39])[C:33]1[CH:38]=[CH:37][CH:36]=[CH:35][CH:34]=1. (4) Given the product [CH3:51][O:50][C:48](=[O:49])[C:34]1[CH:35]=[C:36]([C:12]2[N:17]=[C:16]3[N:18]([CH2:21][C:22]4[CH:23]=[C:24]5[C:29](=[CH:30][CH:31]=4)[N:28]=[CH:27][CH:26]=[CH:25]5)[N:19]=[N:20][C:15]3=[CH:14][CH:13]=2)[CH:37]=[CH:38][C:33]=1[F:32], predict the reactants needed to synthesize it. The reactants are: FC1C=C([C:12]2[N:17]=[C:16]3[N:18]([CH2:21][C:22]4[CH:23]=[C:24]5[C:29](=[CH:30][CH:31]=4)[N:28]=[CH:27][CH:26]=[CH:25]5)[N:19]=[N:20][C:15]3=[CH:14][CH:13]=2)C=CC=1C(NC)=O.[F:32][C:33]1[CH:38]=[CH:37][C:36](B2OC(C)(C)C(C)(C)O2)=[CH:35][C:34]=1[C:48]([O:50][CH3:51])=[O:49].C([O-])(=O)C.[K+].